From a dataset of Full USPTO retrosynthesis dataset with 1.9M reactions from patents (1976-2016). Predict the reactants needed to synthesize the given product. (1) Given the product [F:17][C:12]1[CH:13]=[CH:14][CH:15]=[C:16]2[C:11]=1[CH:10]=[C:9]([B:18]([OH:20])[OH:19])[NH:8]2, predict the reactants needed to synthesize it. The reactants are: C(OC([N:8]1[C:16]2[C:11](=[C:12]([F:17])[CH:13]=[CH:14][CH:15]=2)[CH:10]=[C:9]1[B:18]([OH:20])[OH:19])=O)(C)(C)C. (2) Given the product [CH3:8][C:4]1[CH:5]=[C:6]([CH3:12])[CH:7]=[CH:2][C:3]=1[OH:9], predict the reactants needed to synthesize it. The reactants are: C[C:2]1[CH:7]=[CH:6][CH:5]=[C:4]([CH3:8])[C:3]=1[OH:9].OO.[CH:12](O)(C)C. (3) Given the product [F:28][CH:27]([F:29])[O:26][C:23]1[CH:22]=[CH:21][C:20]([C:18](=[O:19])[CH2:17][N:7]2[CH:11]=[CH:10][CH:9]=[C:8]2[C:12]([O:14][CH3:15])=[O:13])=[CH:25][CH:24]=1, predict the reactants needed to synthesize it. The reactants are: CC(C)([O-])C.[K+].[NH:7]1[CH:11]=[CH:10][CH:9]=[C:8]1[C:12]([O:14][CH3:15])=[O:13].Br[CH2:17][C:18]([C:20]1[CH:25]=[CH:24][C:23]([O:26][CH:27]([F:29])[F:28])=[CH:22][CH:21]=1)=[O:19]. (4) Given the product [F:27][C@@H:18]1[C@@H:17]([CH2:28][O:29][C:30](=[O:35])[C:31]([CH3:34])([CH3:33])[CH3:32])[O:16][C@@H:7]([O:8][CH2:9][C:10]2[CH:11]=[CH:12][CH:13]=[CH:14][CH:15]=2)[C@H:6]([OH:5])[C@H:19]1[O:20][C:21](=[O:26])[C:22]([CH3:25])([CH3:24])[CH3:23], predict the reactants needed to synthesize it. The reactants are: ClCC([O:5][C@@H:6]1[C@@H:19]([O:20][C:21](=[O:26])[C:22]([CH3:25])([CH3:24])[CH3:23])[C@H:18]([F:27])[C@@H:17]([CH2:28][O:29][C:30](=[O:35])[C:31]([CH3:34])([CH3:33])[CH3:32])[O:16][C@H:7]1[O:8][CH2:9][C:10]1[CH:15]=[CH:14][CH:13]=[CH:12][CH:11]=1)=O.C[O-].[Na+]. (5) Given the product [Br:14][C:5]1[CH:6]=[C:7]([CH3:9])[CH:8]=[C:2]([CH3:1])[C:3]=1[NH2:4], predict the reactants needed to synthesize it. The reactants are: [CH3:1][C:2]1[CH:8]=[C:7]([CH3:9])[CH:6]=[CH:5][C:3]=1[NH2:4].C(O)(=O)C.[Br:14]Br.